This data is from Forward reaction prediction with 1.9M reactions from USPTO patents (1976-2016). The task is: Predict the product of the given reaction. (1) Given the reactants [S:1]1[CH:5]=[CH:4][CH:3]=[C:2]1[CH:6]=O.[CH3:8][O:9][CH2:10][CH2:11][NH2:12].[C:13]1(=[O:24])[O:19][C:17](=O)[C:16]2=[CH:20][CH:21]=[CH:22][CH:23]=[C:15]2[CH2:14]1.[C:25]1([C:31]2[N:35]=[C:34]([NH2:36])[S:33][N:32]=2)[CH:30]=[CH:29][CH:28]=[CH:27][CH:26]=1, predict the reaction product. The product is: [CH3:8][O:9][CH2:10][CH2:11][N:12]1[CH:6]([C:2]2[S:1][CH:5]=[CH:4][CH:3]=2)[CH:14]([C:13]([NH:36][C:34]2[S:33][N:32]=[C:31]([C:25]3[CH:30]=[CH:29][CH:28]=[CH:27][CH:26]=3)[N:35]=2)=[O:24])[C:15]2[C:16](=[CH:20][CH:21]=[CH:22][CH:23]=2)[C:17]1=[O:19]. (2) Given the reactants [C:1]1([C:11]2[CH:12]=[CH:13][CH:14]=[C:15]3[C:20]=2[N:19]=[C:18]([C:21](O)=[O:22])[CH:17]=[CH:16]3)[C:10]2[C:5](=[CH:6][CH:7]=[CH:8][CH:9]=2)[CH:4]=[CH:3][CH:2]=1.[CH2:24]([O:26][P:27]([CH2:32][NH2:33])(=[O:31])[O:28][CH2:29][CH3:30])[CH3:25].CCN(CC)CC.CCCP(=O)=O, predict the reaction product. The product is: [CH2:24]([O:26][P:27]([CH2:32][NH:33][C:21]([C:18]1[CH:17]=[CH:16][C:15]2[C:20](=[C:11]([C:1]3[C:10]4[C:5](=[CH:6][CH:7]=[CH:8][CH:9]=4)[CH:4]=[CH:3][CH:2]=3)[CH:12]=[CH:13][CH:14]=2)[N:19]=1)=[O:22])(=[O:31])[O:28][CH2:29][CH3:30])[CH3:25]. (3) Given the reactants [O:1]=[S:2]1(=[O:28])[C:7]2[CH:8]=[CH:9][CH:10]=[CH:11][C:6]=2[NH:5][C:4]([C:12]2[C:17](=[O:18])[N:16]([N:19]=[CH:20][CH:21](C)[CH3:22])[C:15]3[CH:24]=[CH:25][S:26][C:14]=3[C:13]=2[OH:27])=[N:3]1.CO.[BH4-].[Li+].Cl.O1CC[CH2:36][CH2:35]1, predict the reaction product. The product is: [CH:20]1([NH:19][N:16]2[C:17](=[O:18])[C:12]([C:4]3[NH:5][C:6]4[CH:11]=[CH:10][CH:9]=[CH:8][C:7]=4[S:2](=[O:28])(=[O:1])[N:3]=3)=[C:13]([OH:27])[C:14]3[S:26][CH:25]=[CH:24][C:15]2=3)[CH2:21][CH2:22][CH2:36][CH2:35]1. (4) Given the reactants [CH3:1][C:2]1[CH:3]=[C:4]2[C:8](=[CH:9][C:10]=1[CH3:11])[C:7](=[O:12])[N:6]([C:13]1[CH:14]=[N:15][CH:16]=[CH:17][CH:18]=1)[CH:5]2[CH2:19][CH2:20]OS(C)(=O)=O, predict the reaction product. The product is: [CH3:1][C:2]1[CH:3]=[C:4]2[C:8](=[CH:9][C:10]=1[CH3:11])[C:7](=[O:12])[N:6]([C:13]1[CH:14]=[N:15][CH:16]=[CH:17][CH:18]=1)[CH:5]2[CH2:19][CH2:20][NH:6][CH2:5][CH2:4][CH3:3]. (5) Given the reactants [C:1]([O:8][CH3:9])(=[O:7])[CH2:2][C:3]([O:5][CH3:6])=[O:4].C[O-].[Na+].[N:13]([CH2:16][Si:17]([O:21][CH3:22])([O:19][CH3:20])[CH3:18])=[C:14]=[O:15], predict the reaction product. The product is: [CH3:20][O:19][Si:17]([CH2:16][NH:13][C:14]([CH:2]([C:1]([O:8][CH3:9])=[O:7])[C:3]([O:5][CH3:6])=[O:4])=[O:15])([O:21][CH3:22])[CH3:18]. (6) Given the reactants [S:1]1[C:5]2[CH2:6][CH2:7][CH2:8][CH2:9][C:4]=2[N:3]=[C:2]1[NH2:10].[F:11][C:12]([F:23])([F:22])[C:13]1[CH:14]=[C:15]([CH:19]=[CH:20][CH:21]=1)[C:16](Cl)=[O:17].C(=O)([O-])[O-].[K+].[K+].Br[CH2:31][C:32]([O:34][CH2:35][CH3:36])=[O:33], predict the reaction product. The product is: [F:11][C:12]([F:23])([F:22])[C:13]1[CH:14]=[C:15]([CH:19]=[CH:20][CH:21]=1)[C:16]([N:10]=[C:2]1[N:3]([CH2:31][C:32]([O:34][CH2:35][CH3:36])=[O:33])[C:4]2[CH2:9][CH2:8][CH2:7][CH2:6][C:5]=2[S:1]1)=[O:17]. (7) The product is: [C:1]([O:5][C:6](=[O:26])[N:7]([CH2:15][C:16]1[CH:17]=[CH:18][C:19]([N:22]([CH:23]2[CH2:25][CH2:24]2)[CH2:27][CH3:28])=[CH:20][CH:21]=1)[C:8]1[CH:9]=[CH:10][C:11]([F:14])=[CH:12][CH:13]=1)([CH3:4])([CH3:2])[CH3:3]. Given the reactants [C:1]([O:5][C:6](=[O:26])[N:7]([CH2:15][C:16]1[CH:21]=[CH:20][C:19]([NH:22][CH:23]2[CH2:25][CH2:24]2)=[CH:18][CH:17]=1)[C:8]1[CH:13]=[CH:12][C:11]([F:14])=[CH:10][CH:9]=1)([CH3:4])([CH3:3])[CH3:2].[CH:27](=O)[CH3:28].C(O)(=O)C.C(O[BH-](OC(=O)C)OC(=O)C)(=O)C.[Na+].[OH-].[Na+], predict the reaction product. (8) Given the reactants [CH3:1][C@H:2]1[C:6](=[O:7])[N:5]([C:8]([O:10][C:11]([CH3:14])([CH3:13])[CH3:12])=[O:9])[C@H:4]([C:15](OC)=[O:16])[CH2:3]1.[BH4-].[Na+].CCO, predict the reaction product. The product is: [OH:7][CH2:6][C@H:2]([CH3:1])[CH2:3][C@H:4]([NH:5][C:8](=[O:9])[O:10][C:11]([CH3:13])([CH3:12])[CH3:14])[CH2:15][OH:16]. (9) Given the reactants C([O:4][CH2:5][C:6]1[S:7][C:8]([C:11]2[N:12]=[N:13][C:14]([N:17]3[CH2:21][CH2:20][C@H:19]([O:22][C:23]4[CH:28]=[CH:27][CH:26]=[CH:25][C:24]=4[C:29]([F:32])([F:31])[F:30])[CH2:18]3)=[CH:15][CH:16]=2)=[N:9][N:10]=1)(=O)C.[OH-].[Na+], predict the reaction product. The product is: [F:31][C:29]([F:30])([F:32])[C:24]1[CH:25]=[CH:26][CH:27]=[CH:28][C:23]=1[O:22][C@H:19]1[CH2:20][CH2:21][N:17]([C:14]2[N:13]=[N:12][C:11]([C:8]3[S:7][C:6]([CH2:5][OH:4])=[N:10][N:9]=3)=[CH:16][CH:15]=2)[CH2:18]1.